This data is from Forward reaction prediction with 1.9M reactions from USPTO patents (1976-2016). The task is: Predict the product of the given reaction. (1) Given the reactants [C:1]1([NH:7][C:8](=[O:15])[C:9]2[CH:14]=[CH:13][N:12]=[CH:11][CH:10]=2)[CH:6]=[CH:5][CH:4]=[CH:3][CH:2]=1.[Li]CCCC.[I:21]I.S(S([O-])=O)([O-])(=O)=O.[K+].[K+], predict the reaction product. The product is: [C:1]1([NH:7][C:8](=[O:15])[C:9]2[CH:14]=[CH:13][N:12]=[CH:11][C:10]=2[I:21])[CH:6]=[CH:5][CH:4]=[CH:3][CH:2]=1. (2) Given the reactants CC1(C)C(C)(C)OB([C:9]2[CH:14]=[CH:13][C:12]([C@@H:15]([CH3:24])[CH2:16][NH:17][S:18]([CH:21]([CH3:23])[CH3:22])(=[O:20])=[O:19])=[CH:11][CH:10]=2)O1.[C:26]([C:28]1[CH:29]=[C:30]([CH:36]=[CH:37][C:38]=1OS(C(F)(F)F)(=O)=O)[C:31]([O:33][CH2:34][CH3:35])=[O:32])#[N:27].C(Cl)Cl.CC([O-])=O.[K+], predict the reaction product. The product is: [C:26]([C:28]1[CH:29]=[C:30]([C:31]([O:33][CH2:34][CH3:35])=[O:32])[CH:36]=[CH:37][C:38]=1[C:9]1[CH:10]=[CH:11][C:12]([C@H:15]([CH3:24])[CH2:16][NH:17][S:18]([CH:21]([CH3:22])[CH3:23])(=[O:19])=[O:20])=[CH:13][CH:14]=1)#[N:27]. (3) Given the reactants [OH:1][C:2]1[CH:9]=[C:8]([OH:10])[CH:7]=[CH:6][C:3]=1[CH:4]=[O:5].C(=O)([O-])[O-].[K+].[K+].[CH3:17][O:18][CH2:19]Cl, predict the reaction product. The product is: [OH:1][C:2]1[CH:9]=[C:8]([O:10][CH2:17][O:18][CH3:19])[CH:7]=[CH:6][C:3]=1[CH:4]=[O:5]. (4) Given the reactants [NH2:1][C:2]1[CH:3]=[CH:4][C:5]([O:8][C:9]2[CH:10]=[CH:11][C:12]([F:30])=[C:13]([NH:15][C:16](=[O:29])[C:17]3[CH:22]=[CH:21][CH:20]=[C:19]([C:23]4([C:26]#[N:27])[CH2:25][CH2:24]4)[C:18]=3[Cl:28])[CH:14]=2)=[N:6][CH:7]=1.[S-:31][C:32]#[N:33].[K+].BrBr, predict the reaction product. The product is: [NH2:33][C:32]1[S:31][C:7]2[C:2]([N:1]=1)=[CH:3][CH:4]=[C:5]([O:8][C:9]1[CH:10]=[CH:11][C:12]([F:30])=[C:13]([NH:15][C:16](=[O:29])[C:17]3[CH:22]=[CH:21][CH:20]=[C:19]([C:23]4([C:26]#[N:27])[CH2:24][CH2:25]4)[C:18]=3[Cl:28])[CH:14]=1)[N:6]=2. (5) The product is: [C:1]([O:5][C:6](=[O:36])[NH:7][C:8]1([C:12]2[CH:17]=[CH:16][C:15]([C:18]3[C:27](=[O:28])[C:26]4[CH:25]=[CH:24][N:43]5[C:56](=[O:57])[N:55]([CH2:58][O:59][CH2:60][CH2:61][Si:62]([CH3:65])([CH3:64])[CH3:63])[N:54]=[C:22]5[C:21]=4[O:20][C:19]=3[C:30]3[CH:35]=[CH:34][CH:33]=[CH:32][CH:31]=3)=[CH:14][CH:13]=2)[CH2:11][CH2:10][CH2:9]1)([CH3:4])([CH3:2])[CH3:3]. Given the reactants [C:1]([O:5][C:6](=[O:36])[NH:7][C:8]1([C:12]2[CH:17]=[CH:16][C:15]([C:18]3[C:27](=[O:28])[C:26]4[C:21](=[CH:22]C=[C:24](F)[CH:25]=4)[O:20][C:19]=3[C:30]3[CH:35]=[CH:34][CH:33]=[CH:32][CH:31]=3)=[CH:14][CH:13]=2)[CH2:11][CH2:10][CH2:9]1)([CH3:4])([CH3:3])[CH3:2].IC1C(=O)C2C=C[N:43]3[C:56](=[O:57])[N:55]([CH2:58][O:59][CH2:60][CH2:61][Si:62]([CH3:65])([CH3:64])[CH3:63])[N:54]=C3C=2OC=1C1C=CC=CC=1, predict the reaction product. (6) Given the reactants [CH3:1][O:2][C:3](=[O:13])[C:4]1[CH:9]=[CH:8][C:7]([N+:10]([O-])=O)=[CH:6][CH:5]=1.[NH2:14][CH2:15][N:16]1[C:20]2[CH:21]=[CH:22][CH:23]=[CH:24][C:19]=2[N:18]=[CH:17]1.[H][H], predict the reaction product. The product is: [NH2:14][CH2:15][N:16]1[C:20]2[CH:21]=[CH:22][CH:23]=[CH:24][C:19]=2[N:18]=[CH:17]1.[CH3:1][O:2][C:3](=[O:13])[C:4]1[CH:9]=[CH:8][C:7]([NH2:10])=[CH:6][CH:5]=1. (7) Given the reactants [C:1]([O:5][C:6]([N:8]1[CH2:13][CH2:12][CH2:11][C@@H:10]([C:14]([OH:16])=O)[CH2:9]1)=[O:7])([CH3:4])([CH3:3])[CH3:2].ClC(N(C)C)=C(C)C.[NH2:25][C:26]1[CH:31]=[C:30]([C:32]2[N:37]=[C:36]([NH:38][CH2:39][CH:40]3[CH2:45][CH2:44][O:43][CH2:42][CH2:41]3)[CH:35]=[N:34][CH:33]=2)[C:29]([Cl:46])=[CH:28][N:27]=1.N1C=CC=CC=1, predict the reaction product. The product is: [Cl:46][C:29]1[C:30]([C:32]2[CH:33]=[N:34][CH:35]=[C:36]([NH:38][CH2:39][CH:40]3[CH2:45][CH2:44][O:43][CH2:42][CH2:41]3)[N:37]=2)=[CH:31][C:26]([NH:25][C:14]([C@@H:10]2[CH2:11][CH2:12][CH2:13][N:8]([C:6]([O:5][C:1]([CH3:2])([CH3:3])[CH3:4])=[O:7])[CH2:9]2)=[O:16])=[N:27][CH:28]=1.